This data is from Forward reaction prediction with 1.9M reactions from USPTO patents (1976-2016). The task is: Predict the product of the given reaction. (1) Given the reactants [Cl:1][C:2]1[CH:7]=[C:6]([Cl:8])[CH:5]=[CH:4][C:3]=1[NH:9][C:10]1[N:15]=[CH:14][C:13]([CH:16]=O)=[C:12]([C:18]([F:21])([F:20])[F:19])[CH:11]=1.[F:22][C:23]1[CH:30]=[CH:29][C:26]([CH2:27][NH2:28])=[CH:25][CH:24]=1.C([BH3-])#N.[Na+].C(O)(=O)C, predict the reaction product. The product is: [Cl:1][C:2]1[CH:7]=[C:6]([Cl:8])[CH:5]=[CH:4][C:3]=1[NH:9][C:10]1[CH:11]=[C:12]([C:18]([F:21])([F:20])[F:19])[C:13]([CH2:16][NH:28][CH2:27][C:26]2[CH:29]=[CH:30][C:23]([F:22])=[CH:24][CH:25]=2)=[CH:14][N:15]=1. (2) Given the reactants [C:1](Cl)(=O)[C:2](Cl)=[O:3].[CH3:7][N:8]1[C:16]2[C:11](=[CH:12][CH:13]=[CH:14][CH:15]=2)[CH:10]=[CH:9]1.[CH3:17][C:18]1([CH3:35])[O:22][C@H:21]([CH2:23][O:24][C:25]2[CH:26]=[C:27]([CH2:31][C:32]([OH:34])=[O:33])[CH:28]=[CH:29][CH:30]=2)[CH2:20][O:19]1.CCN(CC)CC, predict the reaction product. The product is: [CH3:7][N:8]1[C:16]2[C:11](=[CH:12][CH:13]=[CH:14][CH:15]=2)[C:10]([C:1]2[C:2](=[O:3])[O:33][C:32](=[O:34])[C:31]=2[C:27]2[CH:28]=[CH:29][CH:30]=[C:25]([O:24][CH2:23][C@@H:21]3[CH2:20][O:19][C:18]([CH3:35])([CH3:17])[O:22]3)[CH:26]=2)=[CH:9]1.